Task: Predict the product of the given reaction.. Dataset: Forward reaction prediction with 1.9M reactions from USPTO patents (1976-2016) (1) Given the reactants C(OC([N:8]1[CH2:13][CH2:12][N:11]([CH3:14])[CH2:10][C@H:9]1[CH2:15][O:16][C:17]([N:19]1[CH2:24][CH2:23][N:22]([C:25]2[CH:30]=[CH:29][CH:28]=[CH:27][CH:26]=2)[CH2:21][CH2:20]1)=[O:18])=O)(C)(C)C.[ClH:31].CCOCC, predict the reaction product. The product is: [ClH:31].[ClH:31].[ClH:31].[C:25]1([N:22]2[CH2:23][CH2:24][N:19]([C:17]([O:16][CH2:15][C@@H:9]3[CH2:10][N:11]([CH3:14])[CH2:12][CH2:13][NH:8]3)=[O:18])[CH2:20][CH2:21]2)[CH:26]=[CH:27][CH:28]=[CH:29][CH:30]=1. (2) Given the reactants [Cl:1][C:2]1[CH:7]=[C:6]([Cl:8])[CH:5]=[CH:4][C:3]=1[S:9](Cl)(=[O:11])=[O:10].[CH2:13]([NH2:16])[CH2:14][CH3:15], predict the reaction product. The product is: [Cl:1][C:2]1[CH:7]=[C:6]([Cl:8])[CH:5]=[CH:4][C:3]=1[S:9](=[O:11])(=[O:10])[NH:16][CH2:13][CH2:14][CH3:15]. (3) Given the reactants [Cl:1][C:2]1[CH:3]=[C:4]([C:9]2[N:10]=[C:11]([C:22]([OH:24])=[O:23])[S:12][C:13]=2[C:14]2[CH:19]=[C:18](F)[CH:17]=[C:16](Cl)[CH:15]=2)[CH:5]=[CH:6][C:7]=1[F:8].BrC1SC(C(OCC)=O)=[N:28][C:27]=1C1C=CC(F)=C(Cl)C=1, predict the reaction product. The product is: [Cl:1][C:2]1[CH:3]=[C:4]([C:9]2[N:10]=[C:11]([C:22]([OH:24])=[O:23])[S:12][C:13]=2[C:14]2[CH:19]=[CH:18][CH:17]=[C:16]([C:27]#[N:28])[CH:15]=2)[CH:5]=[CH:6][C:7]=1[F:8].